This data is from Reaction yield outcomes from USPTO patents with 853,638 reactions. The task is: Predict the reaction yield, written as a fraction of the theoretical maximum amount of product (1.0 means a 100% yield; for example, 0.34 means a 34% yield). (1) The reactants are [CH2:1](Br)[C:2]1[CH:7]=[CH:6][CH:5]=[CH:4][CH:3]=1.[N+:9]([C:12]1[CH:17]=[CH:16][C:15]([N:18]2[CH2:23][CH2:22][NH:21][CH2:20][CH2:19]2)=[CH:14][CH:13]=1)([O-:11])=[O:10].C(N(CC)CC)C. The catalyst is C(#N)C. The product is [CH2:1]([N:21]1[CH2:22][CH2:23][N:18]([C:15]2[CH:14]=[CH:13][C:12]([N+:9]([O-:11])=[O:10])=[CH:17][CH:16]=2)[CH2:19][CH2:20]1)[C:2]1[CH:7]=[CH:6][CH:5]=[CH:4][CH:3]=1. The yield is 0.770. (2) The reactants are [N:1]1[C:9]2[C:4](=[N:5][CH:6]=[CH:7][CH:8]=2)[S:3][C:2]=1[C:10]1[CH:16]=[CH:15][CH:14]=[CH:13][C:11]=1[NH2:12].CCN(C(C)C)C(C)C.[Cl:26][C:27]1[N:32]=[CH:31][N:30]=[C:29]([C:33](Cl)=[O:34])[CH:28]=1.CO. The catalyst is C(Cl)(Cl)Cl. The product is [Cl:26][C:27]1[N:32]=[CH:31][N:30]=[C:29]([C:33]([NH:12][C:11]2[CH:13]=[CH:14][CH:15]=[CH:16][C:10]=2[C:2]2[S:3][C:4]3[C:9]([N:1]=2)=[CH:8][CH:7]=[CH:6][N:5]=3)=[O:34])[CH:28]=1. The yield is 0.620. (3) The reactants are FC(F)(F)S(O[C:7]1[CH:12]=[CH:11][C:10]([C:13]([CH3:21])([CH3:20])[O:14][SiH2:15][C:16]([CH3:19])([CH3:18])[CH3:17])=[C:9]([CH:22]([CH3:24])[CH3:23])[CH:8]=1)(=O)=O.[CH3:27][Si:28]([C:31]#[CH:32])([CH3:30])[CH3:29]. The catalyst is C(N(CC)CC)C.CN(C=O)C.Cl[Pd](Cl)([P](C1C=CC=CC=1)(C1C=CC=CC=1)C1C=CC=CC=1)[P](C1C=CC=CC=1)(C1C=CC=CC=1)C1C=CC=CC=1. The product is [C:16]([SiH2:15][O:14][C:13]([CH3:21])([CH3:20])[C:10]1[CH:11]=[CH:12][C:7]([C:32]#[C:31][Si:28]([CH3:30])([CH3:29])[CH3:27])=[CH:8][C:9]=1[CH:22]([CH3:24])[CH3:23])([CH3:19])([CH3:18])[CH3:17]. The yield is 0.780. (4) The reactants are Cl[C:2]1[N:7]=[C:6]([Cl:8])[N:5]=[C:4]([N:9]2[CH:14]([CH3:15])[CH2:13][O:12][CH2:11][CH:10]2[CH3:16])[N:3]=1.[CH3:17][NH:18][C:19]([NH:21][C:22]1[CH:27]=[CH:26][C:25](B2OC(C)(C)C(C)(C)O2)=[CH:24][CH:23]=1)=[O:20]. No catalyst specified. The product is [Cl:8][C:6]1[N:5]=[C:4]([N:9]2[CH:14]([CH3:15])[CH2:13][O:12][CH2:11][CH:10]2[CH3:16])[N:3]=[C:2]([C:25]2[CH:24]=[CH:23][C:22]([NH:21][C:19]([NH:18][CH3:17])=[O:20])=[CH:27][CH:26]=2)[N:7]=1. The yield is 0.160.